The task is: Predict the product of the given reaction.. This data is from Forward reaction prediction with 1.9M reactions from USPTO patents (1976-2016). (1) Given the reactants CC(OC([NH:8][C:9]1[S:13][C:12]2[CH:14]=[C:15]([NH2:18])[CH:16]=[CH:17][C:11]=2[N:10]=1)=O)(C)C.[F:19][C:20]([F:32])([F:31])[O:21][C:22]1[CH:30]=[CH:29][C:25]([C:26](Cl)=[O:27])=[CH:24][CH:23]=1.O, predict the reaction product. The product is: [NH2:8][C:9]1[S:13][C:12]2[CH:14]=[C:15]([NH:18][C:26](=[O:27])[C:25]3[CH:29]=[CH:30][C:22]([O:21][C:20]([F:19])([F:31])[F:32])=[CH:23][CH:24]=3)[CH:16]=[CH:17][C:11]=2[N:10]=1. (2) The product is: [C:12]([C:2]1[CH:10]=[C:9]2[C:5]([CH:6]=[CH:7][N:8]2[CH3:11])=[CH:4][CH:3]=1)#[N:13]. Given the reactants Br[C:2]1[CH:10]=[C:9]2[C:5]([CH:6]=[CH:7][N:8]2[CH3:11])=[CH:4][CH:3]=1.[CH3:12][N:13]1CCCC1=O, predict the reaction product. (3) Given the reactants Br[C:2]1[CH:7]=[CH:6][C:5]([F:8])=[CH:4][C:3]=1[CH3:9].[Cl:10][C:11]1[CH:18]=[CH:17][C:14]([CH:15]=[O:16])=[C:13]([F:19])[CH:12]=1.ClC1C=CC(C(C2C=CC(OC)=CC=2)O)=CC=1, predict the reaction product. The product is: [Cl:10][C:11]1[CH:18]=[CH:17][C:14]([CH:15]([C:2]2[CH:7]=[CH:6][C:5]([F:8])=[CH:4][C:3]=2[CH3:9])[OH:16])=[C:13]([F:19])[CH:12]=1. (4) Given the reactants Cl.[NH2:2][C@H:3]([C:14]([O:16][CH3:17])=[O:15])[CH2:4][C:5]1[C:13]2[C:8](=[CH:9][CH:10]=[CH:11][CH:12]=2)[NH:7][CH:6]=1.C(N(CC)CC)C.[F:25][C:26]1[CH:36]=[C:35]([F:37])[CH:34]=[CH:33][C:27]=1[CH:28]=[CH:29][C:30](O)=[O:31].CCN=C=NCCCN(C)C.Cl, predict the reaction product. The product is: [F:25][C:26]1[CH:36]=[C:35]([F:37])[CH:34]=[CH:33][C:27]=1[CH:28]=[CH:29][C:30]([NH:2][C@H:3]([C:14]([O:16][CH3:17])=[O:15])[CH2:4][C:5]1[C:13]2[C:8](=[CH:9][CH:10]=[CH:11][CH:12]=2)[NH:7][CH:6]=1)=[O:31]. (5) Given the reactants [CH3:1][C:2]1[CH:39]=[C:38]([CH3:40])[CH:37]=[CH:36][C:3]=1[O:4][C:5]1[C:14]2[C:13](=[O:15])[N:12]([CH2:16][C:17]3[CH:22]=[CH:21][C:20]([O:23][CH3:24])=[CH:19][CH:18]=3)C(=O)[N:10]([C:26]3[CH:31]=[CH:30][C:29]([I:32])=[CH:28][C:27]=3[F:33])[C:9]=2[N:8]([CH3:34])[C:7](=[O:35])[CH:6]=1.[OH-].[Li+].C(OCC)(=O)C, predict the reaction product. The product is: [CH3:1][C:2]1[CH:39]=[C:38]([CH3:40])[CH:37]=[CH:36][C:3]=1[O:4][C:5]1[C:14]([C:13]([NH:12][CH2:16][C:17]2[CH:22]=[CH:21][C:20]([O:23][CH3:24])=[CH:19][CH:18]=2)=[O:15])=[C:9]([NH:10][C:26]2[CH:31]=[CH:30][C:29]([I:32])=[CH:28][C:27]=2[F:33])[N:8]([CH3:34])[C:7](=[O:35])[CH:6]=1.